Dataset: Catalyst prediction with 721,799 reactions and 888 catalyst types from USPTO. Task: Predict which catalyst facilitates the given reaction. (1) Reactant: BrC1C=CC(O)=C(C2C=[CH:16][C:15]3[C:10](=[CH:11][CH:12]=[C:13]([C:18]4[N:22]([CH:23]5[CH2:28][CH2:27][CH2:26][CH2:25][CH2:24]5)[C:21]5[CH:29]=[CH:30][C:31]([C:33]([OH:35])=[O:34])=[CH:32][C:20]=5[N:19]=4)[CH:14]=3)[N:9]=2)C=1.[OH:37][C:38]1[CH:39]=[C:40]([C:45](=O)[CH3:46])[CH:41]=[C:42]([OH:44])[CH:43]=1.[OH-].[K+]. Product: [CH:23]1([N:22]2[C:21]3[CH:29]=[CH:30][C:31]([C:33]([OH:35])=[O:34])=[CH:32][C:20]=3[N:19]=[C:18]2[C:13]2[CH:14]=[C:15]3[C:10](=[CH:11][CH:12]=2)[N:9]=[C:45]([C:40]2[CH:39]=[C:38]([OH:37])[CH:43]=[C:42]([OH:44])[CH:41]=2)[CH:46]=[CH:16]3)[CH2:24][CH2:25][CH2:26][CH2:27][CH2:28]1. The catalyst class is: 8. (2) Reactant: [O:1]=[C:2]1[CH:7]=[CH:6][CH:5]=[CH:4][N:3]1[C:8]1[CH:16]=[CH:15][C:11]([C:12](O)=[O:13])=[CH:10][CH:9]=1.O=S(Cl)[Cl:19]. Product: [O:1]=[C:2]1[CH:7]=[CH:6][CH:5]=[CH:4][N:3]1[C:8]1[CH:16]=[CH:15][C:11]([C:12]([Cl:19])=[O:13])=[CH:10][CH:9]=1. The catalyst class is: 26. (3) The catalyst class is: 17. Reactant: [CH3:1][O:2][C:3]1[C:4]([SH:12])=[C:5]([CH:9]=[CH:10][CH:11]=1)[C:6]([OH:8])=O.[C:13]([C:15]1[CH:20]=[CH:19][CH:18]=[CH:17][N:16]=1)#[N:14]. Product: [CH3:1][O:2][C:3]1[C:4]2[S:12][C:13]([C:15]3[CH:20]=[CH:19][CH:18]=[CH:17][N:16]=3)=[N:14][C:6](=[O:8])[C:5]=2[CH:9]=[CH:10][CH:11]=1. (4) Reactant: [F:1][C:2]1[CH:3]=[CH:4][CH:5]=[C:6]2[C:16]=1[C:10]1([CH2:15][CH2:14][O:13][CH2:12][CH2:11]1)[C:9](=[O:17])[C:8]([C:18](OCC)=[O:19])=[C:7]2[OH:23].Cl.[NH2:25][CH2:26][C:27]([O:29][C:30]([CH3:33])([CH3:32])[CH3:31])=[O:28].C(N(C(C)C)C(C)C)C. Product: [F:1][C:2]1[CH:3]=[CH:4][CH:5]=[C:6]2[C:16]=1[C:10]1([CH2:15][CH2:14][O:13][CH2:12][CH2:11]1)[C:9](=[O:17])[C:8]([C:18]([NH:25][CH2:26][C:27]([O:29][C:30]([CH3:33])([CH3:32])[CH3:31])=[O:28])=[O:19])=[C:7]2[OH:23]. The catalyst class is: 12. (5) Reactant: C(OC(C1C=C(C2C=CC(C[Br:19])=CC=2)C=CC=1)=O)C.[CH2:20]([O:22][C:23]([C:25]1[CH:30]=[CH:29][C:28]([C:31]2[CH:36]=[CH:35][CH:34]=[C:33]([CH3:37])[CH:32]=2)=[CH:27][CH:26]=1)=[O:24])[CH3:21].BrN1C(=O)CCC1=O. Product: [CH2:20]([O:22][C:23]([C:25]1[CH:30]=[CH:29][C:28]([C:31]2[CH:36]=[CH:35][CH:34]=[C:33]([CH2:37][Br:19])[CH:32]=2)=[CH:27][CH:26]=1)=[O:24])[CH3:21]. The catalyst class is: 734.